From a dataset of Full USPTO retrosynthesis dataset with 1.9M reactions from patents (1976-2016). Predict the reactants needed to synthesize the given product. Given the product [CH3:1][O:2][C:3](=[O:20])[CH2:4][C:5]1[CH:10]=[CH:9][CH:8]=[C:7]([NH:11][C:12]([C:14]2[O:15][C:16]([C:24]3[CH:23]=[C:22]([Cl:21])[CH:27]=[C:26]([Cl:28])[CH:25]=3)=[CH:17][CH:18]=2)=[O:13])[CH:6]=1, predict the reactants needed to synthesize it. The reactants are: [CH3:1][O:2][C:3](=[O:20])[CH2:4][C:5]1[CH:10]=[CH:9][CH:8]=[C:7]([NH:11][C:12]([C:14]2[O:15][C:16](Br)=[CH:17][CH:18]=2)=[O:13])[CH:6]=1.[Cl:21][C:22]1[CH:23]=[C:24](B(O)O)[CH:25]=[C:26]([Cl:28])[CH:27]=1.